From a dataset of Full USPTO retrosynthesis dataset with 1.9M reactions from patents (1976-2016). Predict the reactants needed to synthesize the given product. (1) Given the product [C:41]([O:45][C:46]([N:48]1[CH2:53][C@@H:52]2[CH2:54][C@H:49]1[CH2:50][N:51]2[CH:36]([C:33]1[CH:34]=[CH:35][C:30]([O:29][CH3:28])=[C:31]([CH3:40])[C:32]=1[CH3:39])[CH3:37])=[O:47])([CH3:44])([CH3:42])[CH3:43], predict the reactants needed to synthesize it. The reactants are: CC1C(C)=CC=CC=1OC.C(Cl)(=O)C.[Al+3].[Cl-].[Cl-].[Cl-].C(C1C=CC=CC=1)(=O)C.[CH3:28][O:29][C:30]1[CH:35]=[CH:34][C:33]([C:36](=O)[CH3:37])=[C:32]([CH3:39])[C:31]=1[CH3:40].[C:41]([O:45][C:46]([N:48]1[CH2:53][C@@H:52]2[CH2:54][C@H:49]1[CH2:50][NH:51]2)=[O:47])([CH3:44])([CH3:43])[CH3:42].[BH4-].[Na+]. (2) The reactants are: [NH2:1][C:2]1[CH:3]=[N:4][N:5]([CH3:25])[C:6]=1[N:7]1[CH2:13][CH2:12][CH2:11][C@@H:10]([NH:14]C(=O)OCC2C=CC=CC=2)[CH2:9][CH2:8]1.C(OC([NH:33][C:34]1[S:38][C:37]([C:39]2[CH:44]=[CH:43][CH:42]=[C:41]([F:45])[C:40]=2[F:46])=[N:36][C:35]=1[C:47](O)=[O:48])=O)(C)(C)C. Given the product [NH2:33][C:34]1[S:38][C:37]([C:39]2[CH:44]=[CH:43][CH:42]=[C:41]([F:45])[C:40]=2[F:46])=[N:36][C:35]=1[C:47]([NH:1][C:2]1[CH:3]=[N:4][N:5]([CH3:25])[C:6]=1[N:7]1[CH2:13][CH2:12][CH2:11][C@@H:10]([NH2:14])[CH2:9][CH2:8]1)=[O:48], predict the reactants needed to synthesize it. (3) Given the product [F:26][C:27]1[CH:32]=[CH:31][C:30]([C:14]2[CH:15]=[CH:16][C:11]([CH:8]3[N:5]4[CH2:6][CH2:7][C:2]([OH:1])=[C:3]([C:18]([NH:20][CH2:21][C:22]([O:24][CH3:25])=[O:23])=[O:19])[CH:4]4[O:10][CH2:9]3)=[CH:12][CH:13]=2)=[CH:29][CH:28]=1, predict the reactants needed to synthesize it. The reactants are: [OH:1][C:2]1[CH2:7][CH2:6][N:5]2[CH:8]([C:11]3[CH:16]=[CH:15][C:14](I)=[CH:13][CH:12]=3)[CH2:9][O:10][CH:4]2[C:3]=1[C:18]([NH:20][CH2:21][C:22]([O:24][CH3:25])=[O:23])=[O:19].[F:26][C:27]1[CH:32]=[CH:31][C:30](B(O)O)=[CH:29][CH:28]=1.CC1C=CC=CC=1P(C1C=CC=CC=1C)C1C=CC=CC=1C.C(=O)([O-])[O-].[K+].[K+].